This data is from Catalyst prediction with 721,799 reactions and 888 catalyst types from USPTO. The task is: Predict which catalyst facilitates the given reaction. (1) Reactant: [Cl:1][C:2]1[C:7]([F:8])=[C:6]([NH2:9])[CH:5]=[CH:4][N:3]=1.[Li+].C[Si]([N-][Si](C)(C)C)(C)C.[Cl:20][C:21]1[CH:29]=[C:28]([I:30])[CH:27]=[C:26]([F:31])[C:22]=1[C:23](Cl)=[O:24]. Product: [Cl:20][C:21]1[CH:29]=[C:28]([I:30])[CH:27]=[C:26]([F:31])[C:22]=1[C:23]([NH:9][C:6]1[CH:5]=[CH:4][N:3]=[C:2]([Cl:1])[C:7]=1[F:8])=[O:24]. The catalyst class is: 1. (2) Reactant: [CH3:1][O:2][C:3]([C@@H:5]([N:13]1[CH2:21][C:17]2[CH:18]=[CH:19][S:20][C:16]=2[CH2:15][CH2:14]1)[C:6]1[CH:7]=[CH:8][CH:9]=[CH:10][C:11]=1[Cl:12])=[O:4].[S:22](=[O:26])(=[O:25])([OH:24])[OH:23]. Product: [CH3:1][O:2][C:3]([C@@H:5]([N:13]1[CH2:21][C:17]2[CH:18]=[CH:19][S:20][C:16]=2[CH2:15][CH2:14]1)[C:6]1[C:11]([Cl:12])=[CH:10][CH:9]=[CH:8][CH:7]=1)=[O:4].[OH:25][S:22]([OH:26])(=[O:24])=[O:23]. The catalyst class is: 311.